The task is: Binary Classification. Given a T-cell receptor sequence (or CDR3 region) and an epitope sequence, predict whether binding occurs between them.. This data is from TCR-epitope binding with 47,182 pairs between 192 epitopes and 23,139 TCRs. (1) The epitope is GMFNMLSTVLGVS. Result: 0 (the TCR does not bind to the epitope). The TCR CDR3 sequence is CASSTALEGHNNEQFF. (2) The epitope is NLNESLIDL. The TCR CDR3 sequence is CASSYEGNTEAFF. Result: 0 (the TCR does not bind to the epitope). (3) The epitope is EILDITPCSF. The TCR CDR3 sequence is CASSYQPGGSGELFF. Result: 0 (the TCR does not bind to the epitope). (4) The TCR CDR3 sequence is CASSLAGHNPADGYTF. The epitope is RIFTIGTVTLK. Result: 1 (the TCR binds to the epitope). (5) The epitope is TSDLATNNLVVMAY. The TCR CDR3 sequence is CASSLGQGYTEAFF. Result: 0 (the TCR does not bind to the epitope). (6) The epitope is LLWNGPMAV. The TCR CDR3 sequence is CASSPAGQGYEQYF. Result: 1 (the TCR binds to the epitope).